Dataset: Cav3 T-type calcium channel HTS with 100,875 compounds. Task: Binary Classification. Given a drug SMILES string, predict its activity (active/inactive) in a high-throughput screening assay against a specified biological target. (1) The compound is s1c(nc2c1cccc2)c1cc(OC)ccc1. The result is 0 (inactive). (2) The result is 0 (inactive). The compound is S(=O)(=O)(NCc1ncccc1)c1cc2OCCOc2cc1. (3) The compound is Clc1ccc(CSc2n(c(nn2)c2c(n(nc2)c2ccccc2)C(F)(F)F)CC)cc1. The result is 1 (active). (4) The molecule is S(=O)(=O)(N(CC1OCCOC1)Cc1cc2c([nH]c1=O)cc(OC)cc2)c1ccc(OC)cc1. The result is 0 (inactive). (5) The drug is NC=1C(C(C2CC(CC=C2C1C#N)c1ccccc1)c1cccnc1)(C#N)C#N. The result is 0 (inactive). (6) The molecule is OC(CCCCN1CCCCC1)c1ccccc1. The result is 0 (inactive).